This data is from Forward reaction prediction with 1.9M reactions from USPTO patents (1976-2016). The task is: Predict the product of the given reaction. (1) Given the reactants [H-].[Na+].[OH:3][CH:4]1[CH2:9][CH2:8][N:7]([C:10]([O:12][C:13]([CH3:16])([CH3:15])[CH3:14])=[O:11])[CH2:6][CH2:5]1.Br[C:18]1[S:19][CH:20]=[CH:21][N:22]=1, predict the reaction product. The product is: [S:19]1[CH:20]=[CH:21][N:22]=[C:18]1[O:3][CH:4]1[CH2:5][CH2:6][N:7]([C:10]([O:12][C:13]([CH3:16])([CH3:15])[CH3:14])=[O:11])[CH2:8][CH2:9]1. (2) Given the reactants [CH3:1][O:2][C:3](=[O:22])/[CH:4]=[CH:5]/[C:6]1[CH:11]=[CH:10][C:9]([S:12]([C:15]2[CH:20]=[CH:19][CH:18]=[CH:17][CH:16]=2)(=[O:14])=[O:13])=[CH:8][C:7]=1[Br:21].N#N, predict the reaction product. The product is: [CH3:1][O:2][C:3](=[O:22])[CH2:4][CH2:5][C:6]1[CH:11]=[CH:10][C:9]([S:12]([C:15]2[CH:16]=[CH:17][CH:18]=[CH:19][CH:20]=2)(=[O:14])=[O:13])=[CH:8][C:7]=1[Br:21]. (3) Given the reactants Cl.[NH2:2][C:3]1[C:8]([C:9]#[N:10])=[C:7]([C:11]2[CH:27]=[CH:26][C:14]([O:15][CH2:16][CH2:17][O:18][C:19](=[O:25])[CH2:20][CH2:21][C:22]([OH:24])=[O:23])=[CH:13][CH:12]=2)[C:6]([C:28]#[N:29])=[C:5]([S:30][CH2:31][C:32]2[N:33]=[C:34]([C:37]3[CH:42]=[CH:41][C:40]([Cl:43])=[CH:39][CH:38]=3)[S:35][CH:36]=2)[N:4]=1.O.[OH-].[Na+:46], predict the reaction product. The product is: [Na+:46].[NH2:2][C:3]1[C:8]([C:9]#[N:10])=[C:7]([C:11]2[CH:12]=[CH:13][C:14]([O:15][CH2:16][CH2:17][O:18][C:19](=[O:25])[CH2:20][CH2:21][C:22]([O-:24])=[O:23])=[CH:26][CH:27]=2)[C:6]([C:28]#[N:29])=[C:5]([S:30][CH2:31][C:32]2[N:33]=[C:34]([C:37]3[CH:38]=[CH:39][C:40]([Cl:43])=[CH:41][CH:42]=3)[S:35][CH:36]=2)[N:4]=1. (4) Given the reactants [F:1][C:2]1[CH:7]=[C:6](B2OC(C)(C)C(C)(C)O2)[CH:5]=[CH:4][C:3]=1[C:17]1[N:18]=[CH:19][C:20]([NH2:23])=[N:21][CH:22]=1.[F:24][C:25]([F:36])([F:35])[CH2:26][O:27][C:28]1[CH:33]=[CH:32][CH:31]=[CH:30][C:29]=1Br, predict the reaction product. The product is: [F:1][C:2]1[CH:7]=[C:6]([C:29]2[CH:30]=[CH:31][CH:32]=[CH:33][C:28]=2[O:27][CH2:26][C:25]([F:24])([F:36])[F:35])[CH:5]=[CH:4][C:3]=1[C:17]1[N:18]=[CH:19][C:20]([NH2:23])=[N:21][CH:22]=1. (5) Given the reactants CS([O:5][C:6]1[C:27](=[O:28])[N:10]2[CH2:11][CH:12]3[CH2:16][C:15]([N:17]([CH3:26])[C:18]([C:20]4[O:21][C:22]([CH3:25])=[N:23][N:24]=4)=[O:19])([C:9]2=[N:8][C:7]=1[C:29](=[O:39])[NH:30][CH2:31][C:32]1[CH:37]=[CH:36][C:35]([F:38])=[CH:34][CH:33]=1)[CH2:14][CH2:13]3)(=O)=O.[OH-].[Na+], predict the reaction product. The product is: [F:38][C:35]1[CH:36]=[CH:37][C:32]([CH2:31][NH:30][C:29]([C:7]2[N:8]=[C:9]3[C:15]4([N:17]([CH3:26])[C:18]([C:20]5[O:21][C:22]([CH3:25])=[N:23][N:24]=5)=[O:19])[CH2:16][CH:12]([CH2:13][CH2:14]4)[CH2:11][N:10]3[C:27](=[O:28])[C:6]=2[OH:5])=[O:39])=[CH:33][CH:34]=1. (6) Given the reactants P([O-])([O-])([O-])=O.[K+].[K+].[K+].ClCC(O)CO.O=C[C@@H]([C@H]([C@@H]([C@@H](CO)O)O)O)O.C1C=[N+]([C@@H]2O[C@H](COP(OP(OC[C@H]3O[C@@H](N4C5N=CN=C(N)C=5N=C4)[C@H](O)[C@@H]3O)(O)=O)(O)=O)[C@@H](O)[C@H]2O)C=C(C(N)=O)C=1.[CH:71]1[CH:76]=[N+:75]([C@@H:77]2[O:81][C@H:80]([CH2:82][O:83][P:84]([O:87][P:88]([O:91][CH2:92][C@H:93]3[O:97][C@@H:96]([N:98]4[C:102]5[N:103]=[CH:104][N:105]=[C:106]([NH2:107])[C:101]=5[N:100]=[CH:99]4)[C@H:95]([O:108][P:109]([OH:112])([OH:111])=[O:110])[C@@H:94]3[OH:113])([OH:90])=[O:89])([OH:86])=[O:85])[C@@H:79]([OH:114])[C@H:78]2[OH:115])[CH:74]=[C:73]([C:116]([NH2:118])=[O:117])[CH:72]=1, predict the reaction product. The product is: [CH:104]1[N:105]=[C:106]([NH2:107])[C:101]2[N:100]=[CH:99][N:98]([C@@H:96]3[O:97][C@H:93]([CH2:92][O:91][P:88]([O:87][P:84]([O:83][CH2:82][C@H:80]4[O:81][C@@H:77]([N:75]5[CH:74]=[C:73]([C:116]([NH2:118])=[O:117])[CH2:72][CH:71]=[CH:76]5)[C@H:78]([OH:115])[C@@H:79]4[OH:114])([OH:86])=[O:85])([OH:90])=[O:89])[C@@H:94]([OH:113])[C@H:95]3[O:108][P:109]([OH:112])([OH:111])=[O:110])[C:102]=2[N:103]=1. (7) The product is: [CH2:15]([N:8]1[C:9](=[O:11])[C:10]2[C:2]([CH3:1])=[N:3][O:4][C:5]=2[N:6]=[C:7]1[CH2:12][CH2:13][CH3:14])[C:16]1[CH:21]=[CH:20][CH:19]=[CH:18][CH:17]=1. Given the reactants [CH3:1][C:2]1[C:10]2[C:9](=[O:11])[NH:8][C:7]([CH2:12][CH2:13][CH3:14])=[N:6][C:5]=2[O:4][N:3]=1.[CH2:15](Br)[C:16]1[CH:21]=[CH:20][CH:19]=[CH:18][CH:17]=1.C(=O)([O-])[O-].[K+].[K+], predict the reaction product.